Dataset: Full USPTO retrosynthesis dataset with 1.9M reactions from patents (1976-2016). Task: Predict the reactants needed to synthesize the given product. (1) Given the product [Cl:13][C:14]1[CH:19]=[CH:18][C:17]([N:20]2[C:28]([CH:29]([CH:41]3[CH2:46][CH2:45][CH2:44][CH2:43][CH2:42]3)[CH2:30][O:31][C:32]3[CH:39]=[CH:38][C:35]([C:36]4[N:1]=[N:2][NH:3][N:37]=4)=[CH:34][C:33]=3[F:40])=[C:27]3[C:22]([CH:23]=[CH:24][CH:25]=[CH:26]3)=[N:21]2)=[CH:16][CH:15]=1, predict the reactants needed to synthesize it. The reactants are: [N-:1]=[N+:2]=[N-:3].[Na+].Cl.C(N(CC)CC)C.[Cl:13][C:14]1[CH:19]=[CH:18][C:17]([N:20]2[C:28]([CH:29]([CH:41]3[CH2:46][CH2:45][CH2:44][CH2:43][CH2:42]3)[CH2:30][O:31][C:32]3[CH:39]=[CH:38][C:35]([C:36]#[N:37])=[CH:34][C:33]=3[F:40])=[C:27]3[C:22]([CH:23]=[CH:24][CH:25]=[CH:26]3)=[N:21]2)=[CH:16][CH:15]=1. (2) Given the product [Cl:1][C:2]1[CH:3]=[C:4]([C:5]([NH:31][CH2:30][CH2:29][CH2:28][OH:27])=[O:7])[CH:8]=[CH:9][C:10]=1[C:11]([NH:12][C:13]1[CH:18]=[CH:17][C:16]([Cl:19])=[C:15]([C:20]2[CH:25]=[CH:24][CH:23]=[CH:22][N:21]=2)[CH:14]=1)=[O:26], predict the reactants needed to synthesize it. The reactants are: [Cl:1][C:2]1[CH:3]=[C:4]([CH:8]=[CH:9][C:10]=1[C:11](=[O:26])[NH:12][C:13]1[CH:18]=[CH:17][C:16]([Cl:19])=[C:15]([C:20]2[CH:25]=[CH:24][CH:23]=[CH:22][N:21]=2)[CH:14]=1)[C:5]([OH:7])=O.[OH:27][CH2:28][CH2:29][CH2:30][NH2:31]. (3) Given the product [O:1]1[CH2:6][CH2:5][CH2:4][CH2:3][CH:2]1[O:7][CH:8]1[CH:12]2[O:13][CH2:14][CH:15]([NH2:17])[CH:11]2[O:10][CH2:9]1, predict the reactants needed to synthesize it. The reactants are: [O:1]1[CH2:6][CH2:5][CH2:4][CH2:3][CH:2]1[O:7][CH:8]1[CH:12]2[O:13][CH2:14][C:15](=O)[CH:11]2[O:10][CH2:9]1.[NH3:17].[BH4-].[Na+].